This data is from Retrosynthesis with 50K atom-mapped reactions and 10 reaction types from USPTO. The task is: Predict the reactants needed to synthesize the given product. Given the product COc1ccc(NC(=O)Cc2ccc(C(=O)O)cc2)c(C(F)(F)F)c1, predict the reactants needed to synthesize it. The reactants are: COC(=O)c1ccc(CC(=O)Nc2ccc(OC)cc2C(F)(F)F)cc1.